This data is from Forward reaction prediction with 1.9M reactions from USPTO patents (1976-2016). The task is: Predict the product of the given reaction. (1) Given the reactants [Br:1][C:2]1[CH:19]=[CH:18][C:5]([CH2:6][CH:7]([C:13]([O:15][CH2:16][CH3:17])=[O:14])[C:8](OCC)=O)=[CH:4][CH:3]=1.[H-].[Na+].[I:22][C:23]1[CH:30]=[CH:29][C:26](CBr)=[CH:25][CH:24]=1.[Cl-].[NH4+].[Cl-].[Li+], predict the reaction product. The product is: [Br:1][C:2]1[CH:3]=[CH:4][C:5]([CH2:6][CH:7]([CH2:8][C:26]2[CH:29]=[CH:30][C:23]([I:22])=[CH:24][CH:25]=2)[C:13]([O:15][CH2:16][CH3:17])=[O:14])=[CH:18][CH:19]=1. (2) Given the reactants [C:1]([O:5][C:6]([NH:8][C@H:9]1[CH2:12][N:11](C(C2C=CC=CC=2)C2C=CC=CC=2)[C@H:10]1[CH2:26][CH3:27])=[O:7])([CH3:4])([CH3:3])[CH3:2], predict the reaction product. The product is: [C:1]([O:5][C:6]([NH:8][C@H:9]1[CH2:12][NH:11][C@H:10]1[CH2:26][CH3:27])=[O:7])([CH3:4])([CH3:3])[CH3:2].